This data is from Catalyst prediction with 721,799 reactions and 888 catalyst types from USPTO. The task is: Predict which catalyst facilitates the given reaction. Reactant: [OH:1][C:2]1[CH:3]=[C:4]([CH:9]=[CH:10][CH:11]=1)[C:5]([O:7]C)=[O:6].C1(P(C2C=CC=CC=2)C2C=CC=CC=2)C=CC=CC=1.[F:31][CH2:32][CH2:33][CH2:34]O.N(C(OC(C)C)=O)=NC(OC(C)C)=O.[OH-].[Na+]. Product: [F:31][CH2:32][CH2:33][CH2:34][O:1][C:2]1[CH:3]=[C:4]([CH:9]=[CH:10][CH:11]=1)[C:5]([OH:7])=[O:6]. The catalyst class is: 20.